From a dataset of Peptide-MHC class I binding affinity with 185,985 pairs from IEDB/IMGT. Regression. Given a peptide amino acid sequence and an MHC pseudo amino acid sequence, predict their binding affinity value. This is MHC class I binding data. (1) The peptide sequence is RIYKTIKQY. The MHC is HLA-A02:03 with pseudo-sequence HLA-A02:03. The binding affinity (normalized) is 0.0847. (2) The peptide sequence is LYEASTTYL. The MHC is HLA-A66:01 with pseudo-sequence HLA-A66:01. The binding affinity (normalized) is 0.213. (3) The peptide sequence is TTILGLLPM. The MHC is HLA-A26:02 with pseudo-sequence HLA-A26:02. The binding affinity (normalized) is 1.00. (4) The peptide sequence is FSPEVIPMF. The MHC is HLA-A29:02 with pseudo-sequence HLA-A29:02. The binding affinity (normalized) is 0.126. (5) The peptide sequence is RIRQGLERA. The MHC is HLA-A02:06 with pseudo-sequence HLA-A02:06. The binding affinity (normalized) is 0.0774. (6) The peptide sequence is ATKRYPGVMY. The MHC is Mamu-B01 with pseudo-sequence Mamu-B01. The binding affinity (normalized) is 0.0128. (7) The peptide sequence is RDQLWKGPGEL. The MHC is Mamu-B08 with pseudo-sequence Mamu-B08. The binding affinity (normalized) is 0.491. (8) The peptide sequence is IIRLHSDASK. The MHC is HLA-A33:01 with pseudo-sequence HLA-A33:01. The binding affinity (normalized) is 0.149. (9) The peptide sequence is QPEWFRNVL. The MHC is HLA-A26:01 with pseudo-sequence HLA-A26:01. The binding affinity (normalized) is 0.0847.